This data is from Catalyst prediction with 721,799 reactions and 888 catalyst types from USPTO. The task is: Predict which catalyst facilitates the given reaction. Reactant: [F:1][C:2]1[CH:3]=[C:4]2[C:8](=[CH:9][CH:10]=1)[NH:7][C:6](=[O:11])[CH2:5]2.[CH:12]([C:14]1[NH:18][C:17]2[CH2:19][CH2:20][CH2:21][CH2:22][CH2:23][C:16]=2[C:15]=1[CH2:24][CH2:25][C:26]([OH:28])=[O:27])=O.N1CCCCC1. Product: [F:1][C:2]1[CH:3]=[C:4]2[C:8](=[CH:9][CH:10]=1)[NH:7][C:6](=[O:11])/[C:5]/2=[CH:12]\[C:14]1[NH:18][C:17]2[CH2:19][CH2:20][CH2:21][CH2:22][CH2:23][C:16]=2[C:15]=1[CH2:24][CH2:25][C:26]([OH:28])=[O:27]. The catalyst class is: 8.